This data is from Forward reaction prediction with 1.9M reactions from USPTO patents (1976-2016). The task is: Predict the product of the given reaction. (1) The product is: [NH2:14][CH2:15][CH:16]1[C:24]2[C:19](=[CH:20][C:21]([O:25][C:26]3[CH:31]=[CH:30][C:29]([C:32]([NH2:33])=[O:34])=[CH:28][N:27]=3)=[CH:22][CH:23]=2)[CH2:18][CH2:17]1. Given the reactants C(O)(C(F)(F)F)=O.C(OC(=O)[NH:14][CH2:15][CH:16]1[C:24]2[C:19](=[CH:20][C:21]([O:25][C:26]3[CH:31]=[CH:30][C:29]([C:32](=[O:34])[NH2:33])=[CH:28][N:27]=3)=[CH:22][CH:23]=2)[CH2:18][CH2:17]1)(C)(C)C, predict the reaction product. (2) Given the reactants Br.[C:2]1([C@H:8]([NH:10][C@@H:11]2[CH2:17][CH2:16][CH2:15][C:14]3[CH:18]=[CH:19][C:20]([OH:22])=[CH:21][C:13]=3[CH2:12]2)[CH3:9])[CH:7]=[CH:6][CH:5]=[CH:4][CH:3]=1.Br[CH2:24][C:25]([O:27][CH2:28][CH3:29])=[O:26].C(=O)([O-])[O-].[K+].[K+].[Cl:36]CCl, predict the reaction product. The product is: [ClH:36].[C:2]1([C@H:8]([NH:10][C@@H:11]2[CH2:17][CH2:16][CH2:15][C:14]3[CH:18]=[CH:19][C:20]([O:22][CH2:24][C:25]([O:27][CH2:28][CH3:29])=[O:26])=[CH:21][C:13]=3[CH2:12]2)[CH3:9])[CH:3]=[CH:4][CH:5]=[CH:6][CH:7]=1. (3) Given the reactants B(Br)(Br)Br.C[O:6][C:7]1[CH:12]=[CH:11][C:10]([CH2:13][CH:14]([CH2:20][CH2:21][C:22]2[CH:27]=[CH:26][CH:25]=[CH:24][CH:23]=2)[CH2:15][C:16]([O:18][CH3:19])=[O:17])=[CH:9][CH:8]=1, predict the reaction product. The product is: [OH:6][C:7]1[CH:8]=[CH:9][C:10]([CH2:13][CH:14]([CH2:20][CH2:21][C:22]2[CH:23]=[CH:24][CH:25]=[CH:26][CH:27]=2)[CH2:15][C:16]([O:18][CH3:19])=[O:17])=[CH:11][CH:12]=1. (4) Given the reactants [CH3:1][NH:2][S:3]([C:6]1[CH:11]=[CH:10][CH:9]=[C:8](N)[CH:7]=1)(=[O:5])=[O:4].N([O-])=[O:14].[Na+].NC(N)=O, predict the reaction product. The product is: [CH3:1][NH:2][S:3]([C:6]1[CH:11]=[CH:10][CH:9]=[C:8]([OH:14])[CH:7]=1)(=[O:5])=[O:4]. (5) Given the reactants [CH3:1][N:2]1[C:11]2[C:6](=[CH:7][CH:8]=[C:9]([N+:12]([O-])=O)[CH:10]=2)[CH2:5][CH2:4][CH2:3]1, predict the reaction product. The product is: [CH3:1][N:2]1[C:11]2[C:6](=[CH:7][CH:8]=[C:9]([NH2:12])[CH:10]=2)[CH2:5][CH2:4][CH2:3]1. (6) The product is: [Cl:1][C:2]1[C:3](=[O:5])[O:10][C:8](=[O:9])[C:7]=1[CH2:12][CH3:13]. Given the reactants [Cl:1]/[C:2](=[C:7](\[CH2:12][CH3:13])/[C:8]([O:10]C)=[O:9])/[C:3]([O:5]C)=O.[OH-].[Na+].Cl, predict the reaction product. (7) Given the reactants C[O:2][C:3]([C:5]1[S:6][C:7]([C:27]#[C:28][C:29]([CH3:32])([CH3:31])[CH3:30])=[CH:8][C:9]=1[N:10]([C:18]([CH:20]1[CH2:25][CH2:24][CH:23]([CH3:26])[CH2:22][CH2:21]1)=[O:19])[CH:11]1[CH2:16][CH2:15][C:14](=O)[CH2:13][CH2:12]1)=[O:4].[CH3:33][N:34]([C:36]1[CH:41]=[N:40][CH:39]=[CH:38][N:37]=1)[NH2:35].CC(O)=O.[BH-](OC(C)=O)(OC(C)=O)OC(C)=O.[Na+].C([O-])(O)=O.[Na+].[OH-].[Li+], predict the reaction product. The product is: [CH3:30][C:29]([CH3:31])([CH3:32])[C:28]#[C:27][C:7]1[S:6][C:5]([C:3]([OH:2])=[O:4])=[C:9]([N:10]([C:18]([CH:20]2[CH2:25][CH2:24][CH:23]([CH3:26])[CH2:22][CH2:21]2)=[O:19])[CH:11]2[CH2:16][CH2:15][CH:14]([NH:35][N:34]([CH3:33])[C:36]3[CH:41]=[N:40][CH:39]=[CH:38][N:37]=3)[CH2:13][CH2:12]2)[CH:8]=1. (8) Given the reactants [NH2:1][C:2]1[NH:7][C:6](=[O:8])[C:5]([S:9][C:10]2[CH:15]=[CH:14][C:13]([Cl:16])=[C:12]([C:17]([F:20])([F:19])[F:18])[CH:11]=2)=[C:4]([C:21]([F:24])([F:23])[F:22])[N:3]=1.OO.CN(C)C=[O:30], predict the reaction product. The product is: [NH2:1][C:2]1[NH:7][C:6](=[O:8])[C:5]([S:9]([C:10]2[CH:15]=[CH:14][C:13]([Cl:16])=[C:12]([C:17]([F:18])([F:19])[F:20])[CH:11]=2)=[O:30])=[C:4]([C:21]([F:23])([F:24])[F:22])[N:3]=1.